From a dataset of Catalyst prediction with 721,799 reactions and 888 catalyst types from USPTO. Predict which catalyst facilitates the given reaction. Reactant: [OH:1][CH2:2][C:3]([C:6]1[CH:10]=[C:9]([NH:11][C:12]([C@@H:14]2[CH2:18][CH2:17][CH2:16][N:15]2[CH:19]2[CH2:24][CH2:23][O:22][CH2:21][CH2:20]2)=[O:13])[O:8][N:7]=1)([CH3:5])[CH3:4].CC(OI1(OC(C)=O)(OC(C)=O)OC(=O)C2C1=CC=CC=2)=O. Product: [CH3:5][C:3]([C:6]1[CH:10]=[C:9]([NH:11][C:12]([C@@H:14]2[CH2:18][CH2:17][CH2:16][N:15]2[CH:19]2[CH2:20][CH2:21][O:22][CH2:23][CH2:24]2)=[O:13])[O:8][N:7]=1)([CH3:4])[CH:2]=[O:1]. The catalyst class is: 326.